This data is from Forward reaction prediction with 1.9M reactions from USPTO patents (1976-2016). The task is: Predict the product of the given reaction. (1) Given the reactants Cl[C:2]1[C:7]([C:8]2[CH:9]=[C:10]3[C:14](=[CH:15][CH:16]=2)[N:13]([CH2:17][O:18][CH2:19][CH2:20][Si:21]([CH3:24])([CH3:23])[CH3:22])[N:12]=[C:11]3[CH:25]=[O:26])=[CH:6][CH:5]=[CH:4][N:3]=1.Br[C:28]1[CH:33]=[CH:32][CH:31]=[C:30]([CH:34]([F:36])[F:35])[N:29]=1, predict the reaction product. The product is: [F:35][CH:34]([F:36])[C:30]1[N:29]=[C:28]([C:2]2[C:7]([C:8]3[CH:9]=[C:10]4[C:14](=[CH:15][CH:16]=3)[N:13]([CH2:17][O:18][CH2:19][CH2:20][Si:21]([CH3:24])([CH3:23])[CH3:22])[N:12]=[C:11]4[CH:25]=[O:26])=[CH:6][CH:5]=[CH:4][N:3]=2)[CH:33]=[CH:32][CH:31]=1. (2) The product is: [OH:14][CH2:2][C:3]([C:5]1[CH:10]=[CH:9][C:8]([Cl:11])=[C:7]([Cl:12])[CH:6]=1)=[O:4]. Given the reactants Br[CH2:2][C:3]([C:5]1[CH:10]=[CH:9][C:8]([Cl:11])=[C:7]([Cl:12])[CH:6]=1)=[O:4].C([O-])=[O:14].[Na+], predict the reaction product. (3) Given the reactants [Cl:1][C:2]1[C:40]([Cl:41])=[CH:39][C:5]2[NH:6][C:7]([O:9][CH:10]([C:19]3([C:25]4[CH:30]=[CH:29][C:28]([C:31]5[CH:36]=[CH:35][CH:34]=[C:33]([C:37]#[N:38])[CH:32]=5)=[CH:27][CH:26]=4)[CH2:24][CH2:23][NH:22][CH2:21][CH2:20]3)[CH2:11][O:12][CH2:13][CH2:14][Si:15]([CH3:18])([CH3:17])[CH3:16])=[N:8][C:4]=2[CH:3]=1.[CH3:42][S:43](Cl)(=[O:45])=[O:44].CCN(C(C)C)C(C)C, predict the reaction product. The product is: [Cl:1][C:2]1[C:40]([Cl:41])=[CH:39][C:5]2[NH:6][C:7]([O:9][CH:10]([C:19]3([C:25]4[CH:30]=[CH:29][C:28]([C:31]5[CH:36]=[CH:35][CH:34]=[C:33]([C:37]#[N:38])[CH:32]=5)=[CH:27][CH:26]=4)[CH2:24][CH2:23][N:22]([S:43]([CH3:42])(=[O:45])=[O:44])[CH2:21][CH2:20]3)[CH2:11][O:12][CH2:13][CH2:14][Si:15]([CH3:18])([CH3:17])[CH3:16])=[N:8][C:4]=2[CH:3]=1.